Dataset: Full USPTO retrosynthesis dataset with 1.9M reactions from patents (1976-2016). Task: Predict the reactants needed to synthesize the given product. Given the product [F:1][C:2]1[CH:3]=[N:4][CH:5]=[CH:6][C:7]=1[C:8]([NH:57][C:54]1[CH:55]=[CH:56][N:52]([CH2:51][C:48]2[CH:49]=[CH:50][C:45]([I:44])=[CH:46][C:47]=2[C:58]([F:61])([F:59])[F:60])[N:53]=1)=[O:10], predict the reactants needed to synthesize it. The reactants are: [F:1][C:2]1[CH:3]=[N:4][CH:5]=[CH:6][C:7]=1[C:8]([OH:10])=O.CN(C(ON1N=NC2C=CC=NC1=2)=[N+](C)C)C.F[P-](F)(F)(F)(F)F.CCN(C(C)C)C(C)C.[I:44][C:45]1[CH:50]=[CH:49][C:48]([CH2:51][N:52]2[CH:56]=[CH:55][C:54]([NH2:57])=[N:53]2)=[C:47]([C:58]([F:61])([F:60])[F:59])[CH:46]=1.